This data is from Catalyst prediction with 721,799 reactions and 888 catalyst types from USPTO. The task is: Predict which catalyst facilitates the given reaction. (1) Reactant: [CH2:1]([O:3][C:4]([NH:6][CH2:7][C:8]1([CH2:14][C:15]([O:17][C:18]2[CH:23]=[CH:22][CH:21]=[C:20]([C@@:24]3([OH:34])[CH2:29][CH2:28][CH2:27][CH2:26][C@@H:25]3[CH2:30][N:31]([CH3:33])[CH3:32])[CH:19]=2)=[O:16])[CH2:13][CH2:12][CH2:11][CH2:10][CH2:9]1)=[O:5])[CH3:2].[CH3:35][S:36]([OH:39])(=[O:38])=[O:37]. Product: [CH3:35][S:36]([OH:39])(=[O:38])=[O:37].[CH2:1]([O:3][C:4]([NH:6][CH2:7][C:8]1([CH2:14][C:15]([O:17][C:18]2[CH:23]=[CH:22][CH:21]=[C:20]([C@@:24]3([OH:34])[CH2:29][CH2:28][CH2:27][CH2:26][C@@H:25]3[CH2:30][N:31]([CH3:32])[CH3:33])[CH:19]=2)=[O:16])[CH2:9][CH2:10][CH2:11][CH2:12][CH2:13]1)=[O:5])[CH3:2]. The catalyst class is: 21. (2) Reactant: C(OC(=O)[NH:7][C@@H:8]1[CH2:13][CH2:12][CH2:11][N:10]([C:14]([C:16]2[CH:38]=[CH:37][C:19]3[N:20]([CH3:36])[C:21]([C:23]4[N:33]([CH2:34][CH3:35])[C:26]5=[N:27][CH:28]=[C:29]([O:31][CH3:32])[CH:30]=[C:25]5[CH:24]=4)=[N:22][C:18]=3[CH:17]=2)=[O:15])[CH2:9]1)(C)(C)C.C(O)(C(F)(F)F)=O. Product: [NH2:7][C@@H:8]1[CH2:13][CH2:12][CH2:11][N:10]([C:14]([C:16]2[CH:38]=[CH:37][C:19]3[N:20]([CH3:36])[C:21]([C:23]4[N:33]([CH2:34][CH3:35])[C:26]5=[N:27][CH:28]=[C:29]([O:31][CH3:32])[CH:30]=[C:25]5[CH:24]=4)=[N:22][C:18]=3[CH:17]=2)=[O:15])[CH2:9]1. The catalyst class is: 2.